Dataset: Forward reaction prediction with 1.9M reactions from USPTO patents (1976-2016). Task: Predict the product of the given reaction. (1) Given the reactants Cl[C:2]1[CH:11]=[CH:10][C:9]2[C:4](=[CH:5][CH:6]=[C:7]([C:12]3[C:20]4[C:15](=[N:16][CH:17]=[N:18][C:19]=4[NH2:21])[N:14]([CH:22]([CH3:24])[CH3:23])[N:13]=3)[CH:8]=2)[N:3]=1.C([NH2:28])(=O)C.C([O-])([O-])=O.[K+].[K+], predict the reaction product. The product is: [NH2:21][C:19]1[N:18]=[CH:17][N:16]=[C:15]2[N:14]([CH:22]([CH3:23])[CH3:24])[N:13]=[C:12]([C:7]3[CH:8]=[C:9]4[C:4](=[CH:5][CH:6]=3)[N:3]=[C:2]([NH2:28])[CH:11]=[CH:10]4)[C:20]=12. (2) Given the reactants [Cl:1][C:2]1[CH:3]=[C:4]2[C:9](=[CH:10][CH:11]=1)[N:8]=[CH:7][CH:6]=[C:5]2[CH2:12][N:13]1[C:21]([C:22]2[N:26]([CH3:27])[CH:25]=[C:24]([C:28]([OH:30])=O)[CH:23]=2)=[C:20]2[C:15]([N:16]([CH2:34][CH:35]([CH3:37])[CH3:36])[C:17](=[O:33])[N:18]([CH3:32])[C:19]2=[O:31])=[N:14]1.[CH:38]1([NH2:41])[CH2:40][CH2:39]1.C(P(=O)(OCC)OCC)#N, predict the reaction product. The product is: [Cl:1][C:2]1[CH:3]=[C:4]2[C:9](=[CH:10][CH:11]=1)[N:8]=[CH:7][CH:6]=[C:5]2[CH2:12][N:13]1[C:21]([C:22]2[N:26]([CH3:27])[CH:25]=[C:24]([C:28]([NH:41][CH:38]3[CH2:40][CH2:39]3)=[O:30])[CH:23]=2)=[C:20]2[C:15]([N:16]([CH2:34][CH:35]([CH3:36])[CH3:37])[C:17](=[O:33])[N:18]([CH3:32])[C:19]2=[O:31])=[N:14]1. (3) Given the reactants [Si]([N:8]1[C:11](=[O:12])[C@H:10]([CH2:13][C:14]2[CH:19]=[CH:18][N:17]=[C:16]([N:20]([C:28]([O:30][C:31]([CH3:34])([CH3:33])[CH3:32])=[O:29])[C:21]([O:23][C:24]([CH3:27])([CH3:26])[CH3:25])=[O:22])[CH:15]=2)[C@H:9]1[C:35]([O:37][CH2:38][C:39]1[CH:44]=[CH:43][CH:42]=[CH:41][CH:40]=1)=[O:36])(C(C)(C)C)(C)C.[F-].[NH4+].C(O)(=O)C, predict the reaction product. The product is: [C:24]([O:23][C:21]([N:20]([C:28]([O:30][C:31]([CH3:34])([CH3:33])[CH3:32])=[O:29])[C:16]1[CH:15]=[C:14]([CH2:13][C@H:10]2[C:11](=[O:12])[NH:8][C@@H:9]2[C:35]([O:37][CH2:38][C:39]2[CH:40]=[CH:41][CH:42]=[CH:43][CH:44]=2)=[O:36])[CH:19]=[CH:18][N:17]=1)=[O:22])([CH3:26])([CH3:27])[CH3:25]. (4) Given the reactants [CH3:13][C:12]([O:11][C:9](O[C:9]([O:11][C:12]([CH3:15])([CH3:14])[CH3:13])=[O:10])=[O:10])([CH3:15])[CH3:14].[N:16]1[N:17]([C:21]2[CH:22]=[C:23]([CH:32]=[CH:33][CH:34]=2)[CH2:24][C@H:25]2[NH:30][C:29](=[O:31])[CH2:28][O:27][CH2:26]2)[N:18]=[CH:19][CH:20]=1, predict the reaction product. The product is: [C:12]([O:11][C:9]([N:30]1[C@H:25]([CH2:24][C:23]2[CH:32]=[CH:33][CH:34]=[C:21]([N:17]3[N:18]=[CH:19][CH:20]=[N:16]3)[CH:22]=2)[CH2:26][O:27][CH2:28][C:29]1=[O:31])=[O:10])([CH3:13])([CH3:14])[CH3:15].